This data is from Catalyst prediction with 721,799 reactions and 888 catalyst types from USPTO. The task is: Predict which catalyst facilitates the given reaction. (1) Reactant: [CH3:1][N:2]1[C:29]2[C:24](=[CH:25][C:26]([C:30](O)=[O:31])=[CH:27][CH:28]=2)[C:4]2([CH2:9][CH2:8][N:7]([C:10](=[O:23])/[CH:11]=[CH:12]/[C:13]3[CH:18]=[CH:17][CH:16]=[CH:15][C:14]=3[C:19]([F:22])([F:21])[F:20])[CH2:6][CH2:5]2)[C:3]1=[O:33].C[CH2:35][N:36]=[C:37]=NCCCN(C)C.C1C=CC2N(O)N=NC=2C=1.CCN(C(C)C)C(C)C.N(C)C.Cl. Product: [CH3:35][N:36]([CH3:37])[C:30]([C:26]1[CH:25]=[C:24]2[C:4]3([CH2:5][CH2:6][N:7]([C:10](=[O:23])/[CH:11]=[CH:12]/[C:13]4[CH:18]=[CH:17][CH:16]=[CH:15][C:14]=4[C:19]([F:22])([F:21])[F:20])[CH2:8][CH2:9]3)[C:3](=[O:33])[N:2]([CH3:1])[C:29]2=[CH:28][CH:27]=1)=[O:31]. The catalyst class is: 2. (2) Reactant: N.[Na].C([N:10]1[C:14]2[N:15]=[CH:16][N:17]=[C:18]([O:19][CH:20]3[CH2:25][CH2:24][CH2:23][CH2:22][CH2:21]3)[C:13]=2[CH:12]=[CH:11]1)C1C=CC=CC=1. Product: [CH:20]1([O:19][C:18]2[C:13]3[CH:12]=[CH:11][NH:10][C:14]=3[N:15]=[CH:16][N:17]=2)[CH2:21][CH2:22][CH2:23][CH2:24][CH2:25]1. The catalyst class is: 28. (3) Product: [ClH:42].[ClH:42].[CH3:1][C:2]1[CH:40]=[C:39]([CH3:41])[CH:38]=[CH:37][C:3]=1[C:4]([O:6][CH2:7][C:8]1[CH:9]=[CH:10][C:11]([C@@H:14]([CH2:28][NH2:29])[C:15]([NH:17][C:18]2[CH:19]=[C:20]3[C:25](=[CH:26][CH:27]=2)[CH:24]=[N:23][CH:22]=[CH:21]3)=[O:16])=[CH:12][CH:13]=1)=[O:5]. The catalyst class is: 2. Reactant: [CH3:1][C:2]1[CH:40]=[C:39]([CH3:41])[CH:38]=[CH:37][C:3]=1[C:4]([O:6][CH2:7][C:8]1[CH:13]=[CH:12][C:11]([C@@H:14]([CH2:28][NH:29]C(OC(C)(C)C)=O)[C:15]([NH:17][C:18]2[CH:19]=[C:20]3[C:25](=[CH:26][CH:27]=2)[CH:24]=[N:23][CH:22]=[CH:21]3)=[O:16])=[CH:10][CH:9]=1)=[O:5].[ClH:42]. (4) Reactant: CC(C)([O-])C.[K+].[CH3:7][C:8]([CH3:18])([O:12][CH2:13][C:14](OC)=[O:15])[C:9](=[O:11])[CH3:10]. Product: [CH3:7][C:8]1([CH3:18])[C:9](=[O:11])[CH2:10][C:14](=[O:15])[CH2:13][O:12]1. The catalyst class is: 27. (5) Reactant: [F:1][C:2]([F:13])([F:12])[C:3]1[C:8]([C:9](Cl)=[O:10])=[CH:7][CH:6]=[CH:5][N:4]=1.[C:14]([C:17]1[C:18]([OH:27])=[C:19]([CH:24]=[CH:25][CH:26]=1)[C:20]([O:22][CH3:23])=[O:21])(=[O:16])[CH3:15].C1CCN2C(=NCCC2)CC1.O. Product: [OH:27][C:18]1[C:17]([C:14](=[O:16])[CH2:15][C:9](=[O:10])[C:8]2[C:3]([C:2]([F:13])([F:12])[F:1])=[N:4][CH:5]=[CH:6][CH:7]=2)=[CH:26][CH:25]=[CH:24][C:19]=1[C:20]([O:22][CH3:23])=[O:21]. The catalyst class is: 17.